Dataset: Forward reaction prediction with 1.9M reactions from USPTO patents (1976-2016). Task: Predict the product of the given reaction. (1) Given the reactants [NH2:1][C:2]1[N:7]=[C:6]2[N:8]([C@@H:19]([C:21]3[CH:22]=[N:23][CH:24]=[CH:25][CH:26]=3)[CH3:20])[C:9](=[O:18])[N:10]([C:11]([O:13][C:14]([CH3:17])([CH3:16])[CH3:15])=[O:12])[C:5]2=[CH:4][CH:3]=1.F[C:28]1[CH:29]=[C:30]([CH:33]=[CH:34][C:35]=1[N+:36]([O-:38])=[O:37])[C:31]#[N:32].[H-].[Na+], predict the reaction product. The product is: [C:31]([C:30]1[CH:33]=[CH:34][C:35]([N+:36]([O-:38])=[O:37])=[C:28]([NH:1][C:2]2[N:7]=[C:6]3[N:8]([C@@H:19]([C:21]4[CH:22]=[N:23][CH:24]=[CH:25][CH:26]=4)[CH3:20])[C:9](=[O:18])[N:10]([C:11]([O:13][C:14]([CH3:17])([CH3:15])[CH3:16])=[O:12])[C:5]3=[CH:4][CH:3]=2)[CH:29]=1)#[N:32]. (2) Given the reactants [NH2:1][C:2]1[C:3]([C:25]#[N:26])=[N:4][C:5]([C:15]2[CH:20]=[CH:19][C:18](=[O:21])[N:17]([CH:22]([CH3:24])[CH3:23])[N:16]=2)=[C:6]([C:8]2[CH:13]=[CH:12][C:11]([F:14])=[CH:10][CH:9]=2)[N:7]=1.CC(O)=[O:29].O.C([O-])(O)=O.[Na+], predict the reaction product. The product is: [NH2:1][C:2]1[C:3]([C:25]([NH2:26])=[O:29])=[N:4][C:5]([C:15]2[CH:20]=[CH:19][C:18](=[O:21])[N:17]([CH:22]([CH3:24])[CH3:23])[N:16]=2)=[C:6]([C:8]2[CH:13]=[CH:12][C:11]([F:14])=[CH:10][CH:9]=2)[N:7]=1. (3) Given the reactants Br[C:2]1[S:3][C:4]([C:7]2[N:8]=[N:9][N:10]([CH2:12][C:13]([O:15][CH2:16][CH3:17])=[O:14])[N:11]=2)=[CH:5][N:6]=1.[Cl:18][C:19]1[CH:24]=[CH:23][C:22]([CH:25]2[CH2:30][CH2:29][NH:28][CH2:27][CH2:26]2)=[CH:21][CH:20]=1.CN1C(=O)CCC1.C1CCN2C(=NCCC2)CC1, predict the reaction product. The product is: [Cl:18][C:19]1[CH:24]=[CH:23][C:22]([CH:25]2[CH2:26][CH2:27][N:28]([C:2]3[S:3][C:4]([C:7]4[N:8]=[N:9][N:10]([CH2:12][C:13]([O:15][CH2:16][CH3:17])=[O:14])[N:11]=4)=[CH:5][N:6]=3)[CH2:29][CH2:30]2)=[CH:21][CH:20]=1.